From a dataset of Forward reaction prediction with 1.9M reactions from USPTO patents (1976-2016). Predict the product of the given reaction. (1) Given the reactants [CH2:1]([C:8]1[N:12]2[CH2:13][CH2:14][CH2:15][CH2:16][CH2:17][CH2:18][C:11]2=[N:10][N:9]=1)[C:2]1[CH:7]=[CH:6][CH:5]=[CH:4][CH:3]=1, predict the reaction product. The product is: [CH3:1][CH:2]1[CH2:7][C:1]([C:8]2[N:12]3[CH2:13][CH2:14][CH2:15][CH2:16][CH2:17][CH2:18][C:11]3=[N:10][N:9]=2)([C:2]2[CH:3]=[CH:4][CH:5]=[CH:6][CH:7]=2)[CH2:3]1. (2) Given the reactants [C:1]12[C:7](=[CH:8][CH:9]=[CH:10][CH:11]=1)[NH:6]C(=O)[O:4][C:2]2=O.[CH2:13]([O:15][C:16](=[O:25])[CH2:17][C:18]1[CH:23]=[CH:22][C:21]([NH2:24])=[CH:20][CH:19]=1)[CH3:14].C(O)(=O)C, predict the reaction product. The product is: [CH2:13]([O:15][C:16](=[O:25])[CH2:17][C:18]1[CH:19]=[CH:20][C:21]([NH:24][C:2](=[O:4])[C:1]2[CH:11]=[CH:10][CH:9]=[CH:8][C:7]=2[NH2:6])=[CH:22][CH:23]=1)[CH3:14]. (3) Given the reactants C([O:4][CH2:5][CH2:6][CH:7]([CH3:14])[CH2:8][CH:9]1[CH2:13][CH2:12][CH2:11][CH2:10]1)(=O)C.[OH-].[Na+], predict the reaction product. The product is: [CH:9]1([CH2:8][CH:7]([CH3:14])[CH2:6][CH2:5][OH:4])[CH2:13][CH2:12][CH2:11][CH2:10]1.